Dataset: NCI-60 drug combinations with 297,098 pairs across 59 cell lines. Task: Regression. Given two drug SMILES strings and cell line genomic features, predict the synergy score measuring deviation from expected non-interaction effect. Drug 2: COC1=C2C(=CC3=C1OC=C3)C=CC(=O)O2. Cell line: SF-268. Drug 1: CS(=O)(=O)CCNCC1=CC=C(O1)C2=CC3=C(C=C2)N=CN=C3NC4=CC(=C(C=C4)OCC5=CC(=CC=C5)F)Cl. Synergy scores: CSS=-1.29, Synergy_ZIP=1.70, Synergy_Bliss=2.53, Synergy_Loewe=0.0647, Synergy_HSA=-0.603.